From a dataset of Catalyst prediction with 721,799 reactions and 888 catalyst types from USPTO. Predict which catalyst facilitates the given reaction. (1) Reactant: [CH2:1]([O:8][C:9](=[O:18])[CH:10]([Br:17])P(OC)(OC)=O)[C:2]1[CH:7]=[CH:6][CH:5]=[CH:4][CH:3]=1.[Li+].C[Si]([N-][Si](C)(C)C)(C)C.[CH3:29][O:30][C:31](=[O:40])[C:32]1[CH:37]=[CH:36][C:35]([CH:38]=O)=[CH:34][CH:33]=1. Product: [CH3:29][O:30][C:31](=[O:40])[C:32]1[CH:37]=[CH:36][C:35]([CH:38]=[C:10]([C:9]([O:8][CH2:1][C:2]2[CH:3]=[CH:4][CH:5]=[CH:6][CH:7]=2)=[O:18])[Br:17])=[CH:34][CH:33]=1. The catalyst class is: 1. (2) Reactant: [NH2:1][C:2]([CH3:14])([CH3:13])[CH2:3][C:4]1[CH:9]=[CH:8][C:7]([N+:10]([O-:12])=[O:11])=[CH:6][CH:5]=1.C[Si](C)(C)NC(=O)C.[Cl:23][C:24]1[CH:25]=[C:26]([CH:30]=[CH:31][CH:32]=1)[C@H:27]1[O:29][CH2:28]1.Cl.C(=O)([O-])[O-].[Na+].[Na+]. Product: [Cl:23][C:24]1[CH:25]=[C:26]([C@@H:27]([OH:29])[CH2:28][NH:1][C:2]([CH3:14])([CH3:13])[CH2:3][C:4]2[CH:5]=[CH:6][C:7]([N+:10]([O-:12])=[O:11])=[CH:8][CH:9]=2)[CH:30]=[CH:31][CH:32]=1. The catalyst class is: 376.